Dataset: Forward reaction prediction with 1.9M reactions from USPTO patents (1976-2016). Task: Predict the product of the given reaction. Given the reactants CC1C=C(N2CCN(CCOC3C=CC=CC=3)C2=O)SC=1C(O)=O.[F:25][C:26]1[CH:47]=[CH:46][C:29]([CH2:30][N:31]2[CH2:35][CH2:34][N:33]([C:36]3[S:40][C:39]([C:41](O)=[O:42])=[C:38]([CH3:44])[CH:37]=3)[C:32]2=[O:45])=[CH:28][CH:27]=1.[S:48]1[CH:52]=[CH:51][CH:50]=[C:49]1[CH2:53][NH2:54], predict the reaction product. The product is: [F:25][C:26]1[CH:47]=[CH:46][C:29]([CH2:30][N:31]2[CH2:35][CH2:34][N:33]([C:36]3[S:40][C:39]([C:41]([NH:54][CH2:53][C:49]4[S:48][CH:52]=[CH:51][CH:50]=4)=[O:42])=[C:38]([CH3:44])[CH:37]=3)[C:32]2=[O:45])=[CH:28][CH:27]=1.